Dataset: Forward reaction prediction with 1.9M reactions from USPTO patents (1976-2016). Task: Predict the product of the given reaction. Given the reactants [NH2:1][CH2:2][CH2:3][NH:4][C:5]([C:7]1[N:15]=[C:14]2[C:10]([N:11]=[CH:12][N:13]2[C@H:16]2[C@H:20]([OH:21])[C@H:19]([OH:22])[C@@H:18]([CH2:23][OH:24])[O:17]2)=[C:9]([NH:25][CH2:26][CH:27]([C:34]2[CH:39]=[CH:38][CH:37]=[CH:36][CH:35]=2)[C:28]2[CH:33]=[CH:32][CH:31]=[CH:30][CH:29]=2)[N:8]=1)=[O:6].[N:40]1([C:45](N)=[O:46])[CH:44]=[CH:43][N:42]=[CH:41]1, predict the reaction product. The product is: [OH:21][C@@H:20]1[C@H:19]([OH:22])[C@@H:18]([CH2:23][OH:24])[O:17][C@H:16]1[N:13]1[CH:12]=[N:11][C:10]2[C:14]1=[N:15][C:7]([C:5]([NH:4][CH2:3][CH2:2][NH:1][C:45]([NH:40][CH2:44][CH2:43][N:42]1[CH2:20][CH2:19][CH2:18][CH2:23][CH2:41]1)=[O:46])=[O:6])=[N:8][C:9]=2[NH:25][CH2:26][CH:27]([C:34]1[CH:39]=[CH:38][CH:37]=[CH:36][CH:35]=1)[C:28]1[CH:29]=[CH:30][CH:31]=[CH:32][CH:33]=1.